Dataset: Full USPTO retrosynthesis dataset with 1.9M reactions from patents (1976-2016). Task: Predict the reactants needed to synthesize the given product. (1) Given the product [F:34][C:2]([F:1])([F:33])[C:3]1[CH:28]=[C:27]([C:29]([F:30])([F:32])[F:31])[CH:26]=[CH:25][C:4]=1[CH2:5][N:6]1[C:14]2[C:9](=[CH:10][C:11]([CH:15]=[C:16]3[S:20][C:19]([N:35]4[CH2:41][CH:40]([OH:42])[CH2:39][NH:38][CH2:37][CH2:36]4)=[N:18][C:17]3=[O:24])=[CH:12][CH:13]=2)[CH:8]=[N:7]1, predict the reactants needed to synthesize it. The reactants are: [F:1][C:2]([F:34])([F:33])[C:3]1[CH:28]=[C:27]([C:29]([F:32])([F:31])[F:30])[CH:26]=[CH:25][C:4]=1[CH2:5][N:6]1[C:14]2[C:9](=[CH:10][C:11]([CH:15]=[C:16]3[S:20][C:19](SCC)=[N:18][C:17]3=[O:24])=[CH:12][CH:13]=2)[CH:8]=[N:7]1.[NH:35]1[CH2:41][CH:40]([OH:42])[CH2:39][NH:38][CH2:37][CH2:36]1. (2) Given the product [NH2:26][C:27]1[NH:34][C:13]([CH3:14])=[C:12]([C:16]2[C:21]([F:22])=[CH:20][C:19]([F:23])=[CH:18][C:17]=2[F:24])[CH:11]([C:5]2[CH:4]=[C:3]([O:2][CH3:1])[CH:8]=[C:7]([O:9][CH3:10])[CH:6]=2)[C:28]=1[C:29]([O:31][CH2:32][CH3:33])=[O:30], predict the reactants needed to synthesize it. The reactants are: [CH3:1][O:2][C:3]1[CH:4]=[C:5]([CH:11]=[C:12]([C:16]2[C:21]([F:22])=[CH:20][C:19]([F:23])=[CH:18][C:17]=2[F:24])[C:13](=O)[CH3:14])[CH:6]=[C:7]([O:9][CH3:10])[CH:8]=1.Cl.[NH2:26][C:27](=[NH:34])[CH2:28][C:29]([O:31][CH2:32][CH3:33])=[O:30].N1CCCCC1. (3) Given the product [C:31]1([CH:7]([C:1]2[CH:2]=[CH:3][CH:4]=[CH:5][CH:6]=2)[N:8]2[C:16]3[C:11](=[CH:12][CH:13]=[CH:14][CH:15]=3)[CH:10]([C:17]3[C:27]([OH:28])=[CH:26][C:20]4[O:21][CH2:22][CH2:23][CH2:24][O:25][C:19]=4[CH:18]=3)[C:9]2=[O:30])[CH:32]=[CH:33][CH:34]=[CH:35][CH:36]=1, predict the reactants needed to synthesize it. The reactants are: [C:1]1([CH:7]([C:31]2[CH:36]=[CH:35][CH:34]=[CH:33][CH:32]=2)[N:8]2[C:16]3[C:11](=[CH:12][CH:13]=[CH:14][CH:15]=3)[C:10](O)([C:17]3[C:27]([OH:28])=[CH:26][C:20]4[O:21][CH2:22][CH2:23][CH2:24][O:25][C:19]=4[CH:18]=3)[C:9]2=[O:30])[CH:6]=[CH:5][CH:4]=[CH:3][CH:2]=1.ClC1C=CC=C2C=1C(O)(C1C(O)=CC3OCCC=3C=1)C(=O)N2C(C1C=CC=CC=1)C1C=CC=CC=1. (4) The reactants are: [Br:1][C:2]1(Br)[C:19](=[O:20])[C:6]2[S:7][C:8]([NH:13][C:14]([CH:16]3[CH2:18][CH2:17]3)=[O:15])=[C:9]([C:10]([NH2:12])=[O:11])[C:5]=2[CH2:4][CH2:3]1.C(=O)([O-])[O-].[K+].[K+]. Given the product [CH:16]1([C:14]([NH:13][C:8]2[S:7][C:6]3[C:19]([OH:20])=[C:2]([Br:1])[CH:3]=[CH:4][C:5]=3[C:9]=2[C:10]([NH2:12])=[O:11])=[O:15])[CH2:17][CH2:18]1, predict the reactants needed to synthesize it. (5) Given the product [C:30]1([S:36]([CH2:39][C:40]([NH:22][CH:20]2[CH2:19][N:18]([CH:17]([C:23]3[CH:28]=[CH:27][C:26]([Cl:29])=[CH:25][CH:24]=3)[C:14]3[CH:15]=[CH:16][C:11]([Cl:10])=[CH:12][CH:13]=3)[CH2:21]2)=[O:41])(=[O:37])=[O:38])[CH:31]=[CH:32][CH:33]=[CH:34][CH:35]=1, predict the reactants needed to synthesize it. The reactants are: C(N=C=NC(C)C)(C)C.[Cl:10][C:11]1[CH:16]=[CH:15][C:14]([CH:17]([C:23]2[CH:28]=[CH:27][C:26]([Cl:29])=[CH:25][CH:24]=2)[N:18]2[CH2:21][CH:20]([NH2:22])[CH2:19]2)=[CH:13][CH:12]=1.[C:30]1([S:36]([CH2:39][C:40](O)=[O:41])(=[O:38])=[O:37])[CH:35]=[CH:34][CH:33]=[CH:32][CH:31]=1.OC1C2N=NNC=2C=CC=1. (6) Given the product [ClH:41].[CH3:39][O:38][C:35]1[CH:36]=[C:37]2[C:32]([CH:31]=[CH:30][C:29](=[O:40])[NH:28]2)=[CH:33][CH:34]=1, predict the reactants needed to synthesize it. The reactants are: O1C2C=CC(CN(C3CCN(CC[N:28]4[C:37]5[C:32](=[CH:33][CH:34]=[C:35]([O:38][CH3:39])[CH:36]=5)[CH:31]=[CH:30][C:29]4=[O:40])CC3)C(=O)OC(C)(C)C)=CC=2OCC1.[ClH:41].C(OCC)(=O)C. (7) Given the product [CH:25]1([CH2:24][C@H:3]([NH:2][C:37]([C:35]2[N:36]=[C:32]([CH3:31])[S:33][CH:34]=2)=[O:38])[C:4](=[O:5])[NH:6][C@H:7]2[CH2:13][CH2:12][CH2:11][N:10]([S:14]([C:17]3[CH:22]=[CH:21][CH:20]=[CH:19][N:18]=3)(=[O:15])=[O:16])[CH2:9][C:8]2=[O:23])[CH2:30][CH2:29][CH2:28][CH2:27][CH2:26]1, predict the reactants needed to synthesize it. The reactants are: Cl.[NH2:2][C@@H:3]([CH2:24][CH:25]1[CH2:30][CH2:29][CH2:28][CH2:27][CH2:26]1)[C:4]([NH:6][C@H:7]1[CH2:13][CH2:12][CH2:11][N:10]([S:14]([C:17]2[CH:22]=[CH:21][CH:20]=[CH:19][N:18]=2)(=[O:16])=[O:15])[CH2:9][C@@H:8]1[OH:23])=[O:5].[CH3:31][C:32]1[S:33][CH:34]=[C:35]([C:37](O)=[O:38])[N:36]=1.CC(OI1(OC(C)=O)(OC(C)=O)OC(=O)C2C=CC=CC1=2)=O.